This data is from Retrosynthesis with 50K atom-mapped reactions and 10 reaction types from USPTO. The task is: Predict the reactants needed to synthesize the given product. (1) Given the product O=[N+]([O-])c1ccc(Cl)cc1N1CCCC(F)C1, predict the reactants needed to synthesize it. The reactants are: FC1CCCNC1.O=[N+]([O-])c1ccc(Cl)cc1F. (2) Given the product N#C/C(=C\c1cccc(-n2cc(-c3ccc(Cl)cc3)c3c(N)ncnc32)c1)C(=O)N1CCCC1, predict the reactants needed to synthesize it. The reactants are: N#CCC(=O)N1CCCC1.Nc1ncnc2c1c(-c1ccc(Cl)cc1)cn2-c1cccc(C=O)c1. (3) Given the product COc1cc(/C=C2\SC(=O)NC2=O)nc(N2CCC(CNCc3cccc(-c4ccsc4)n3)CC2)n1, predict the reactants needed to synthesize it. The reactants are: COc1cc(/C=C2\SC(=O)NC2=O)nc(N2CCC(CN)CC2)n1.O=Cc1cccc(-c2ccsc2)n1. (4) Given the product NC(=O)c1c(Nc2ccc(Br)c(Cl)c2)n[nH]c1N=Cc1ccc(O)cc1, predict the reactants needed to synthesize it. The reactants are: NC(=O)c1c(Nc2ccc(Br)c(Cl)c2)n[nH]c1N.O=Cc1ccc(O)cc1.